This data is from Full USPTO retrosynthesis dataset with 1.9M reactions from patents (1976-2016). The task is: Predict the reactants needed to synthesize the given product. (1) Given the product [F:23][C:21]1[CH:20]=[CH:19][C:18]([O:24][CH3:25])=[C:17]([C:13]2[CH:14]=[CH:15][CH:16]=[C:11]([N:9]3[CH:10]=[C:6]([C:4]([OH:5])=[O:3])[N:7]=[CH:8]3)[CH:12]=2)[CH:22]=1, predict the reactants needed to synthesize it. The reactants are: C([O:3][C:4]([C:6]1[N:7]=[CH:8][N:9]([C:11]2[CH:12]=[C:13]([C:17]3[CH:22]=[C:21]([F:23])[CH:20]=[CH:19][C:18]=3[O:24][CH3:25])[CH:14]=[CH:15][CH:16]=2)[CH:10]=1)=[O:5])C.[OH-].[K+]. (2) Given the product [C:13]([C:15]1[C:23]2[C:18](=[CH:19][CH:20]=[C:21]([CH2:24][CH2:25][NH:26][C:27](=[O:41])[C:28]3[CH:33]=[CH:32][C:31]([C:34]4[CH:39]=[CH:38][N:37]=[C:36]([NH:12][CH2:11][CH2:10][CH2:9][CH2:8][CH2:7][N:1]5[CH2:6][CH2:5][CH2:4][CH2:3][CH2:2]5)[N:35]=4)=[CH:30][CH:29]=3)[CH:22]=2)[NH:17][CH:16]=1)#[N:14], predict the reactants needed to synthesize it. The reactants are: [N:1]1([CH2:7][CH2:8][CH2:9][CH2:10][CH2:11][NH2:12])[CH2:6][CH2:5][CH2:4][CH2:3][CH2:2]1.[C:13]([C:15]1[C:23]2[C:18](=[CH:19][CH:20]=[C:21]([CH2:24][CH2:25][NH:26][C:27](=[O:41])[C:28]3[CH:33]=[CH:32][C:31]([C:34]4[CH:39]=[CH:38][N:37]=[C:36](Cl)[N:35]=4)=[CH:30][CH:29]=3)[CH:22]=2)[NH:17][CH:16]=1)#[N:14]. (3) Given the product [P:1]([O:13][CH2:14][I:16])([O:8][C:9]([CH3:12])([CH3:11])[CH3:10])([O:3][C:4]([CH3:7])([CH3:6])[CH3:5])=[O:2], predict the reactants needed to synthesize it. The reactants are: [P:1]([O:13][CH2:14]Cl)([O:8][C:9]([CH3:12])([CH3:11])[CH3:10])([O:3][C:4]([CH3:7])([CH3:6])[CH3:5])=[O:2].[I-:16].[Na+].CC(C)=O. (4) Given the product [Cl:17][C:18]1[C:24]([O:25][CH3:26])=[CH:23][C:21]([NH:22][C:2]2[CH:11]=[CH:10][N:9]=[C:8]3[C:3]=2[C:4]2[CH:16]=[CH:15][CH:14]=[CH:13][C:5]=2[C:6](=[O:12])[NH:7]3)=[C:20]([O:27][CH3:28])[CH:19]=1, predict the reactants needed to synthesize it. The reactants are: Cl[C:2]1[CH:11]=[CH:10][N:9]=[C:8]2[C:3]=1[C:4]1[CH:16]=[CH:15][CH:14]=[CH:13][C:5]=1[C:6](=[O:12])[NH:7]2.[Cl:17][C:18]1[C:24]([O:25][CH3:26])=[CH:23][C:21]([NH2:22])=[C:20]([O:27][CH3:28])[CH:19]=1. (5) Given the product [CH2:21]([C:20]([C:16]1[CH:15]=[C:14]([CH3:40])[C:13]([C:10]2[CH:11]=[CH:12][C:7]([CH2:6][C:5]([OH:41])=[O:4])=[CH:8][CH:9]=2)=[C:18]([CH3:19])[CH:17]=1)([C:23]1[CH:28]=[CH:27][C:26](/[CH:29]=[CH:30]/[C:31]([CH2:32][CH3:33])([OH:34])[CH2:35][CH3:36])=[C:25]([CH3:37])[CH:24]=1)[CH2:38][CH3:39])[CH3:22], predict the reactants needed to synthesize it. The reactants are: [OH-].[Na+].C[O:4][C:5](=[O:41])[CH2:6][C:7]1[CH:12]=[CH:11][C:10]([C:13]2[C:18]([CH3:19])=[CH:17][C:16]([C:20]([CH2:38][CH3:39])([C:23]3[CH:28]=[CH:27][C:26](/[CH:29]=[CH:30]/[C:31]([CH2:35][CH3:36])([OH:34])[CH2:32][CH3:33])=[C:25]([CH3:37])[CH:24]=3)[CH2:21][CH3:22])=[CH:15][C:14]=2[CH3:40])=[CH:9][CH:8]=1.[Cl-].[NH4+]. (6) Given the product [CH3:1][N:2]([CH2:13][C:14]1[N:18]([CH2:19][C@H:20]2[CH2:25][CH2:24][CH2:23][N:22]([CH2:26][C@H:28]3[CH2:40][CH2:41][CH2:42][N:43]3[CH:44]([CH3:35])[CH3:39])[CH2:21]2)[C:17]2[CH:29]=[CH:30][CH:31]=[CH:32][C:16]=2[N:15]=1)[C@@H:3]1[C:12]2[N:11]=[CH:10][CH:9]=[CH:8][C:7]=2[CH2:6][CH2:5][CH2:4]1, predict the reactants needed to synthesize it. The reactants are: [CH3:1][N:2]([CH2:13][C:14]1[N:18]([CH2:19][C@@H:20]2[CH2:25][CH2:24][CH2:23][N:22]([CH:26]([CH3:28])C)[CH2:21]2)[C:17]2[CH:29]=[CH:30][CH:31]=[CH:32][C:16]=2[N:15]=1)[C@H:3]1[C:12]2[N:11]=[CH:10][CH:9]=[CH:8][C:7]=2[CH2:6][CH2:5][CH2:4]1.CN(CC1N(C[C@H]2CCCN(C[C@H]3CCCN3)C2)C2C=CC=CC=2N=1)[C@@H:35]1[C:44]2[N:43]=[CH:42][CH:41]=[CH:40][C:39]=2CCC1. (7) The reactants are: [CH2:1]([NH:8][C@H:9]([CH3:16])[C:10]1[CH:15]=[CH:14][CH:13]=[CH:12][CH:11]=1)[C:2]1[CH:7]=[CH:6][CH:5]=[CH:4][CH:3]=1.[CH2:17]([Li])CCC.[C:22]1([C:27]([O:29][CH3:30])=[O:28])[CH2:26][CH2:25][CH2:24][CH:23]=1.IC. Given the product [CH2:1]([N:8]([C@@H:9]([C:10]1[CH:15]=[CH:14][CH:13]=[CH:12][CH:11]=1)[CH3:16])[C@@H:23]1[CH2:24][CH2:25][CH2:26][C@:22]1([CH3:17])[C:27]([O:29][CH3:30])=[O:28])[C:2]1[CH:7]=[CH:6][CH:5]=[CH:4][CH:3]=1, predict the reactants needed to synthesize it. (8) Given the product [F:14][C:2]([F:1])([CH3:13])[CH2:3][CH2:4][CH2:5][CH2:6][N:7]1[CH:11]=[CH:10][C:9]([NH:12][C:25](=[O:26])/[CH:24]=[CH:23]/[C:20]2[CH:21]=[CH:22][C:17]([O:16][CH3:15])=[CH:18][CH:19]=2)=[N:8]1, predict the reactants needed to synthesize it. The reactants are: [F:1][C:2]([F:14])([CH3:13])[CH2:3][CH2:4][CH2:5][CH2:6][N:7]1[CH:11]=[CH:10][C:9]([NH2:12])=[N:8]1.[CH3:15][O:16][C:17]1[CH:22]=[CH:21][C:20](/[CH:23]=[CH:24]/[C:25](O)=[O:26])=[CH:19][CH:18]=1.